This data is from Catalyst prediction with 721,799 reactions and 888 catalyst types from USPTO. The task is: Predict which catalyst facilitates the given reaction. Reactant: [CH2:1]([S:3][C:4]1[CH:21]=[CH:20][CH:19]=[CH:18][C:5]=1[C:6]([NH:8][C:9]1[C:10]([NH:16][CH3:17])=[N:11][CH:12]=[C:13]([CH3:15])[CH:14]=1)=O)[CH3:2].P([O-])([O-])([O-])=O.[K+].[K+].[K+].C(O)(C)(C)C. Product: [CH2:1]([S:3][C:4]1[CH:21]=[CH:20][CH:19]=[CH:18][C:5]=1[C:6]1[N:16]([CH3:17])[C:10]2=[N:11][CH:12]=[C:13]([CH3:15])[CH:14]=[C:9]2[N:8]=1)[CH3:2]. The catalyst class is: 6.